The task is: Regression. Given a peptide amino acid sequence and an MHC pseudo amino acid sequence, predict their binding affinity value. This is MHC class II binding data.. This data is from Peptide-MHC class II binding affinity with 134,281 pairs from IEDB. (1) The peptide sequence is VFDIVKGQIQVASDN. The MHC is DRB1_0101 with pseudo-sequence DRB1_0101. The binding affinity (normalized) is 0.572. (2) The peptide sequence is VADAYITLVTLPKSS. The MHC is DRB1_0101 with pseudo-sequence DRB1_0101. The binding affinity (normalized) is 0.827. (3) The peptide sequence is KPVSKMRMATPLLMQALP. The MHC is HLA-DPA10201-DPB11401 with pseudo-sequence HLA-DPA10201-DPB11401. The binding affinity (normalized) is 0.625. (4) The peptide sequence is TKKGNVWEVKSSKPL. The MHC is DRB3_0202 with pseudo-sequence DRB3_0202. The binding affinity (normalized) is 0. (5) The peptide sequence is AVLTGYSLFQKEKMVLNEGTS. The MHC is DRB1_0801 with pseudo-sequence DRB1_0801. The binding affinity (normalized) is 0.171. (6) The MHC is HLA-DQA10102-DQB10602 with pseudo-sequence HLA-DQA10102-DQB10602. The peptide sequence is INEPTAAAFAYGLDR. The binding affinity (normalized) is 0.750.